Predict the reactants needed to synthesize the given product. From a dataset of Full USPTO retrosynthesis dataset with 1.9M reactions from patents (1976-2016). Given the product [Cl:1][C:2]1[C:3]([N:12]2[CH2:18][CH2:17][CH2:16][N:15]([C:20]3[CH:21]=[CH:22][C:23]4[N:24]([C:26]([C:29]([F:30])([F:32])[F:31])=[N:27][N:28]=4)[N:25]=3)[CH2:14][CH2:13]2)=[N:4][CH:5]=[C:6]([C:8]([F:9])([F:10])[F:11])[CH:7]=1, predict the reactants needed to synthesize it. The reactants are: [Cl:1][C:2]1[C:3]([N:12]2[CH2:18][CH2:17][CH2:16][NH:15][CH2:14][CH2:13]2)=[N:4][CH:5]=[C:6]([C:8]([F:11])([F:10])[F:9])[CH:7]=1.Cl[C:20]1[CH:21]=[CH:22][C:23]2[N:24]([C:26]([C:29]([F:32])([F:31])[F:30])=[N:27][N:28]=2)[N:25]=1.